Dataset: Catalyst prediction with 721,799 reactions and 888 catalyst types from USPTO. Task: Predict which catalyst facilitates the given reaction. (1) Reactant: Cl[C:2]1[C:11]2[C:6](=[CH:7][CH:8]=[CH:9][CH:10]=2)[CH:5]=[CH:4][N:3]=1.[CH3:12][O:13][C:14]1[CH:15]=[C:16](B(O)O)[CH:17]=[CH:18][CH:19]=1.C1(P(C2CCCCC2)C2C=CC=CC=2C2C(OC)=CC=CC=2OC)CCCCC1.O.[O-]P([O-])([O-])=O.[K+].[K+].[K+]. Product: [CH3:12][O:13][C:14]1[CH:19]=[C:18]([C:2]2[C:11]3[C:6](=[CH:7][CH:8]=[CH:9][CH:10]=3)[CH:5]=[CH:4][N:3]=2)[CH:17]=[CH:16][CH:15]=1. The catalyst class is: 226. (2) Reactant: [C:1]([O:5][C:6]([NH:8][C:9]12[CH2:16][CH2:15][C:12]([C:17]([O:19][CH3:20])=[O:18])([CH2:13][CH2:14]1)[CH2:11][CH2:10]2)=[O:7])([CH3:4])([CH3:3])[CH3:2].[H-].[Na+].[CH2:23](Br)[C:24]1[CH:29]=[CH:28][CH:27]=[CH:26][CH:25]=1. Product: [CH2:23]([N:8]([C:6]([O:5][C:1]([CH3:4])([CH3:3])[CH3:2])=[O:7])[C:9]12[CH2:10][CH2:11][C:12]([C:17]([O:19][CH3:20])=[O:18])([CH2:15][CH2:16]1)[CH2:13][CH2:14]2)[C:24]1[CH:29]=[CH:28][CH:27]=[CH:26][CH:25]=1. The catalyst class is: 3. (3) Reactant: [CH3:1][CH2:2][O:3][C:4](/[C:6](/Cl)=[N:7]\[OH:8])=[O:5].[C:10]([O:14][C:15]([NH:17][CH2:18][C:19]#[CH:20])=[O:16])([CH3:13])([CH3:12])[CH3:11].C(N(CC)CC)C. Product: [CH2:2]([O:3][C:4]([C:6]1[CH:20]=[C:19]([CH2:18][NH:17][C:15]([O:14][C:10]([CH3:13])([CH3:12])[CH3:11])=[O:16])[O:8][N:7]=1)=[O:5])[CH3:1]. The catalyst class is: 1. (4) Reactant: [In].[CH2:2](Br)[CH:3]=[CH2:4].C(O[CH:9]([OH:14])[C:10]([F:13])([F:12])[F:11])C. Product: [F:13][C:10]([F:11])([F:12])[CH:9]([OH:14])[CH2:4][CH:3]=[CH2:2]. The catalyst class is: 6. (5) Reactant: C([O-])=O.[NH4+].[N:5]([CH:8]1[N:14]=[C:13]([C:15]2[CH:20]=[CH:19][CH:18]=[C:17]([O:21][CH3:22])[N:16]=2)[C:12]2[CH:23]=[C:24]([Cl:27])[CH:25]=[CH:26][C:11]=2[N:10]([CH3:28])[C:9]1=[O:29])=[N+]=[N-]. Product: [NH2:5][CH:8]1[N:14]=[C:13]([C:15]2[CH:20]=[CH:19][CH:18]=[C:17]([O:21][CH3:22])[N:16]=2)[C:12]2[CH:23]=[C:24]([Cl:27])[CH:25]=[CH:26][C:11]=2[N:10]([CH3:28])[C:9]1=[O:29]. The catalyst class is: 19. (6) Reactant: [Cl:1][C:2]1[N:3]=[C:4]([N:11]2[CH2:16][CH2:15][O:14][CH:13]([CH2:17][C:18]([OH:20])=O)[CH2:12]2)[C:5]2[S:10][CH:9]=[CH:8][C:6]=2[N:7]=1.C[N:22](C(ON1N=NC2C=CC=NC1=2)=[N+](C)C)C.F[P-](F)(F)(F)(F)F.CCN(C(C)C)C(C)C.[NH4+].[Cl-]. Product: [Cl:1][C:2]1[N:3]=[C:4]([N:11]2[CH2:16][CH2:15][O:14][CH:13]([CH2:17][C:18]([NH2:22])=[O:20])[CH2:12]2)[C:5]2[S:10][CH:9]=[CH:8][C:6]=2[N:7]=1. The catalyst class is: 18.